This data is from Forward reaction prediction with 1.9M reactions from USPTO patents (1976-2016). The task is: Predict the product of the given reaction. (1) Given the reactants [F:1][C:2]1[CH:7]=[CH:6][CH:5]=[CH:4][C:3]=1[N:8]1[C:12](OS(C(F)(F)F)(=O)=O)=[CH:11][C:10]([C:21]([O:23][CH2:24][CH3:25])=[O:22])=[N:9]1.[SH:26][CH2:27][CH2:28][C:29]([O:31][CH2:32][CH:33]([CH2:38][CH3:39])[CH2:34][CH2:35][CH2:36][CH3:37])=[O:30].C(=O)([O-])[O-].[Cs+].[Cs+].S([O-])([O-])(=O)=O.[Mg+2], predict the reaction product. The product is: [CH2:38]([CH:33]([CH2:34][CH2:35][CH2:36][CH3:37])[CH2:32][O:31][C:29](=[O:30])[CH2:28][CH2:27][S:26][C:12]1[N:8]([C:3]2[CH:4]=[CH:5][CH:6]=[CH:7][C:2]=2[F:1])[N:9]=[C:10]([C:21]([O:23][CH2:24][CH3:25])=[O:22])[CH:11]=1)[CH3:39]. (2) Given the reactants Cl[C:2]1[N:7]=[C:6]([C:8]2[CH:9]=[C:10]([CH:16]=[C:17]([F:20])[C:18]=2[CH3:19])[C:11]([NH:13][CH2:14][CH3:15])=[O:12])[CH:5]=[CH:4][C:3]=1[C:21]([C:23]1[CH:28]=[CH:27][C:26]([O:29][CH3:30])=[CH:25][CH:24]=1)=O.O.[NH2:32][NH2:33], predict the reaction product. The product is: [CH2:14]([NH:13][C:11](=[O:12])[C:10]1[CH:9]=[C:8]([C:6]2[N:7]=[C:2]3[NH:32][N:33]=[C:21]([C:23]4[CH:28]=[CH:27][C:26]([O:29][CH3:30])=[CH:25][CH:24]=4)[C:3]3=[CH:4][CH:5]=2)[C:18]([CH3:19])=[C:17]([F:20])[CH:16]=1)[CH3:15]. (3) The product is: [Br:1][C:2]1[CH:7]=[CH:6][C:5]([C@H:8]([C:20]2[CH:25]=[CH:24][C:23]([Cl:26])=[CH:22][C:21]=2[CH3:27])[CH2:9]/[C:10](/[C:12]2[CH:17]=[CH:16][N:15]=[C:14]([CH2:18][OH:19])[CH:13]=2)=[N:30]\[OH:29])=[CH:4][CH:3]=1. Given the reactants [Br:1][C:2]1[CH:7]=[CH:6][C:5]([C@H:8]([C:20]2[CH:25]=[CH:24][C:23]([Cl:26])=[CH:22][C:21]=2[CH3:27])[CH2:9][C:10]([C:12]2[CH:17]=[CH:16][N:15]=[C:14]([CH2:18][OH:19])[CH:13]=2)=O)=[CH:4][CH:3]=1.Cl.[OH:29][NH2:30].C(=O)([O-])O.[Na+], predict the reaction product.